From a dataset of Full USPTO retrosynthesis dataset with 1.9M reactions from patents (1976-2016). Predict the reactants needed to synthesize the given product. (1) Given the product [F:53][C:38]([F:37])([S:49]([O-:52])(=[O:51])=[O:50])[C:39]([F:47])([F:48])[C:40]([F:46])([F:45])[C:41]([F:44])([F:43])[F:42].[CH3:29][S+:30]([CH3:32])[C:25]1[CH:24]=[C:23]([CH3:27])[C:22]([OH:28])=[C:21]([CH3:20])[CH:26]=1, predict the reactants needed to synthesize it. The reactants are: CS(O)(=O)=O.O=P12OP3(OP(OP(O3)(O1)=O)(=O)O2)=O.[CH3:20][C:21]1[CH:26]=[CH:25][CH:24]=[C:23]([CH3:27])[C:22]=1[OH:28].[CH3:29][S:30]([CH3:32])=O.N#N.[OH-].[NH4+].[F:37][C:38]([F:53])([S:49]([O-:52])(=[O:51])=[O:50])[C:39]([F:48])([F:47])[C:40]([F:46])([F:45])[C:41]([F:44])([F:43])[F:42].[K+]. (2) Given the product [NH2:6][C:9]1[CH:14]=[CH:15][C:16]([CH2:19][CH2:20][O:21][C:22]2[CH:23]=[C:24]([N:28]([C:38]([CH3:43])([CH3:42])[P:39](=[O:41])=[O:40])[S:29]([C:32]3[CH:33]=[CH:34][CH:35]=[CH:36][CH:37]=3)(=[O:30])=[O:31])[CH:25]=[CH:26][CH:27]=2)=[C:44]([CH:45]=[N:2][OH:3])[CH:10]=1, predict the reactants needed to synthesize it. The reactants are: Cl.[NH2:2][OH:3].C([N:6]([CH2:9][CH3:10])CC)C.C(C1C=C[C:16]([CH2:19][CH2:20][O:21][C:22]2[CH:23]=[C:24]([N:28]([C:38]([CH3:43])([CH3:42])[P:39](=[O:41])=[O:40])[S:29]([C:32]3[CH:37]=[CH:36][CH:35]=[CH:34][CH:33]=3)(=[O:31])=[O:30])[CH:25]=[CH:26][CH:27]=2)=[CH:15][CH:14]=1)#N.[CH3:44][CH2:45]O. (3) Given the product [CH3:32][C:29]1[CH:30]=[CH:31][C:26]([NH:13][C:11]([C:2]2[CH:3]=[CH:4][C:5]3[C:10](=[CH:9][CH:8]=[CH:7][CH:6]=3)[CH:1]=2)=[O:12])=[N:27][CH:28]=1, predict the reactants needed to synthesize it. The reactants are: [CH:1]1[C:10]2[C:5](=[CH:6][CH:7]=[CH:8][CH:9]=2)[CH:4]=[CH:3][C:2]=1[C:11]([N:13]([C:26]1[CH:31]=[CH:30][C:29]([CH3:32])=[CH:28][N:27]=1)C(C1C=CC2C(=CC=CC=2)C=1)=O)=[O:12]. (4) Given the product [CH2:1]([O:8][C:9]([N:11]1[CH2:15][CH2:14][C:13]2([O:18][CH2:16]2)[CH2:12]1)=[O:10])[C:2]1[CH:3]=[CH:4][CH:5]=[CH:6][CH:7]=1, predict the reactants needed to synthesize it. The reactants are: [CH2:1]([O:8][C:9]([N:11]1[CH2:15][CH2:14][C:13](=[CH2:16])[CH2:12]1)=[O:10])[C:2]1[CH:7]=[CH:6][CH:5]=[CH:4][CH:3]=1.C(=O)(O)[O-:18].[Na+].ClC1C=CC=C(C(OO)=O)C=1. (5) Given the product [CH2:21]([O:23][C:24]1[CH:25]=[C:26]([CH:29]=[CH:30][C:31]=1[N+:32]([O-:34])=[O:33])[CH2:27][N:15]1[CH2:20][CH2:19][O:18][CH2:17][CH2:16]1)[CH3:22], predict the reactants needed to synthesize it. The reactants are: C(O[BH-](OC(=O)C)OC(=O)C)(=O)C.[Na+].[NH:15]1[CH2:20][CH2:19][O:18][CH2:17][CH2:16]1.[CH2:21]([O:23][C:24]1[CH:25]=[C:26]([CH:29]=[CH:30][C:31]=1[N+:32]([O-:34])=[O:33])[CH:27]=O)[CH3:22].C(O)(=O)C. (6) Given the product [Br:33][CH2:30][C:10]1[N:9]=[C:8]([C:4]2[CH:5]=[CH:6][CH:7]=[C:2]([Cl:1])[CH:3]=2)[CH:13]=[C:12]([N:14]2[CH2:19][CH2:18][N:17]([C:20]3[C:25]([C:26]([F:29])([F:28])[F:27])=[CH:24][CH:23]=[CH:22][N:21]=3)[CH2:16][CH2:15]2)[N:11]=1, predict the reactants needed to synthesize it. The reactants are: [Cl:1][C:2]1[CH:3]=[C:4]([C:8]2[CH:13]=[C:12]([N:14]3[CH2:19][CH2:18][N:17]([C:20]4[C:25]([C:26]([F:29])([F:28])[F:27])=[CH:24][CH:23]=[CH:22][N:21]=4)[CH2:16][CH2:15]3)[N:11]=[C:10]([CH2:30]OC)[N:9]=2)[CH:5]=[CH:6][CH:7]=1.[BrH:33]. (7) Given the product [OH:14][C:11]1[CH:12]=[CH:13][C:8]([C:6]2[N:7]=[C:2]([NH:15][C:16]3[CH:24]=[CH:23][C:19]([C:20]([OH:22])=[O:21])=[C:18]([O:25][CH3:26])[CH:17]=3)[CH:3]=[N:4][CH:5]=2)=[CH:9][CH:10]=1, predict the reactants needed to synthesize it. The reactants are: Cl[C:2]1[N:7]=[C:6]([C:8]2[CH:13]=[CH:12][C:11]([OH:14])=[CH:10][CH:9]=2)[CH:5]=[N:4][CH:3]=1.[NH2:15][C:16]1[CH:24]=[CH:23][C:19]([C:20]([OH:22])=[O:21])=[C:18]([O:25][CH3:26])[CH:17]=1.CC1(C)C2C(=C(P(C3C=CC=CC=3)C3C=CC=CC=3)C=CC=2)OC2C(P(C3C=CC=CC=3)C3C=CC=CC=3)=CC=CC1=2. (8) Given the product [CH3:9][O:10][CH:11]([O:14][CH3:15])[CH2:12][O:6][CH2:5][CH:4]([CH3:3])[CH:7]=[CH2:8], predict the reactants needed to synthesize it. The reactants are: [H-].[Na+].[CH3:3][CH:4]([CH:7]=[CH2:8])[CH2:5][OH:6].[CH3:9][O:10][CH:11]([O:14][CH3:15])[CH2:12]Br.[Cl-].[Na+]. (9) Given the product [Br:25][C:22]1[N:21]=[C:20]2[C:19](=[N:24][CH:23]=1)[N:18]=[CH:29][N:28]([CH3:1])[C:26]2=[O:27], predict the reactants needed to synthesize it. The reactants are: [CH:1](OCC)(OCC)OCC.C(OC(=O)C)(=O)C.[NH2:18][C:19]1[C:20]([C:26]([NH:28][CH3:29])=[O:27])=[N:21][C:22]([Br:25])=[CH:23][N:24]=1. (10) Given the product [S:19]1[C:23]2[CH:24]=[CH:25][CH:26]=[CH:27][C:22]=2[CH:21]=[C:20]1[C:2]1[CH2:5][CH2:4][C:3]=1[NH:6][C:7](=[O:18])[C:8]1[CH:13]=[CH:12][CH:11]=[CH:10][C:9]=1[C:14]([F:17])([F:16])[F:15], predict the reactants needed to synthesize it. The reactants are: Br[C:2]1[CH2:5][CH2:4][C:3]=1[NH:6][C:7](=[O:18])[C:8]1[CH:13]=[CH:12][CH:11]=[CH:10][C:9]=1[C:14]([F:17])([F:16])[F:15].[S:19]1[C:23]2[CH:24]=[CH:25][CH:26]=[CH:27][C:22]=2[CH:21]=[C:20]1B(O)O.P([O-])([O-])([O-])=O.[K+].[K+].[K+].